From a dataset of Forward reaction prediction with 1.9M reactions from USPTO patents (1976-2016). Predict the product of the given reaction. Given the reactants [Cl:1][C:2]1[CH:3]=[C:4]([CH:8]=[C:9]([CH2:11][O:12][C:13]2[CH:18]=[CH:17][C:16]([F:19])=[CH:15][CH:14]=2)[CH:10]=1)[C:5]([OH:7])=O.Cl.[NH2:21][CH2:22][C:23]1[CH:33]=[CH:32][C:31]([C:34]#[N:35])=[CH:30][C:24]=1[O:25][CH2:26][C:27]([NH2:29])=[O:28], predict the reaction product. The product is: [C:27]([CH2:26][O:25][C:24]1[CH:30]=[C:31]([C:34]#[N:35])[CH:32]=[CH:33][C:23]=1[CH2:22][NH:21][C:5](=[O:7])[C:4]1[CH:8]=[C:9]([CH2:11][O:12][C:13]2[CH:18]=[CH:17][C:16]([F:19])=[CH:15][CH:14]=2)[CH:10]=[C:2]([Cl:1])[CH:3]=1)(=[O:28])[NH2:29].